Task: Predict the product of the given reaction.. Dataset: Forward reaction prediction with 1.9M reactions from USPTO patents (1976-2016) The product is: [F:17][CH:2]([F:1])[C:3]1[N:4]=[CH:5][N:6]([C:8]2[CH:14]=[CH:13][C:11]([N:12]=[C:18]=[S:19])=[CH:10][C:9]=2[O:15][CH3:16])[CH:7]=1. Given the reactants [F:1][CH:2]([F:17])[C:3]1[N:4]=[CH:5][N:6]([C:8]2[CH:14]=[CH:13][C:11]([NH2:12])=[CH:10][C:9]=2[O:15][CH3:16])[CH:7]=1.[C:18](N1C=CC=CC1=O)(N1C=CC=CC1=O)=[S:19], predict the reaction product.